Dataset: Peptide-MHC class II binding affinity with 134,281 pairs from IEDB. Task: Regression. Given a peptide amino acid sequence and an MHC pseudo amino acid sequence, predict their binding affinity value. This is MHC class II binding data. (1) The peptide sequence is KKMTTTFTNYMVDMFLA. The MHC is DRB1_0404 with pseudo-sequence DRB1_0404. The binding affinity (normalized) is 0.820. (2) The peptide sequence is HVDLMVGAATVCSALYIGDL. The MHC is DRB1_0701 with pseudo-sequence DRB1_0701. The binding affinity (normalized) is 0.604.